From a dataset of Full USPTO retrosynthesis dataset with 1.9M reactions from patents (1976-2016). Predict the reactants needed to synthesize the given product. Given the product [ClH:13].[CH2:1]([O:5][C:7](=[NH:6])[NH2:8])[CH2:2][CH2:3][CH3:4], predict the reactants needed to synthesize it. The reactants are: [CH2:1]([OH:5])[CH2:2][CH2:3][CH3:4].[N:6]#[C:7][NH2:8].Cl.C([Cl:13])(=N)N.